This data is from Peptide-MHC class I binding affinity with 185,985 pairs from IEDB/IMGT. The task is: Regression. Given a peptide amino acid sequence and an MHC pseudo amino acid sequence, predict their binding affinity value. This is MHC class I binding data. (1) The peptide sequence is PLTNQRYRV. The MHC is HLA-B39:01 with pseudo-sequence HLA-B39:01. The binding affinity (normalized) is 0.0847. (2) The peptide sequence is GRDHVRVTL. The MHC is HLA-A31:01 with pseudo-sequence HLA-A31:01. The binding affinity (normalized) is 0.0847. (3) The MHC is Mamu-A11 with pseudo-sequence Mamu-A11. The peptide sequence is TENLWVTVY. The binding affinity (normalized) is 0.122. (4) The peptide sequence is RSLFNTVATLY. The MHC is HLA-B15:01 with pseudo-sequence HLA-B15:01. The binding affinity (normalized) is 0.537. (5) The peptide sequence is PTLFGRGVI. The MHC is HLA-A02:06 with pseudo-sequence HLA-A02:06. The binding affinity (normalized) is 0. (6) The peptide sequence is FLRKNQRAL. The MHC is HLA-B27:03 with pseudo-sequence HLA-B27:03. The binding affinity (normalized) is 0.0847. (7) The peptide sequence is KYAEAFQMV. The MHC is HLA-A23:01 with pseudo-sequence HLA-A23:01. The binding affinity (normalized) is 1.00. (8) The peptide sequence is HKIPDPQGM. The MHC is HLA-B15:01 with pseudo-sequence HLA-B15:01. The binding affinity (normalized) is 0.0847.